Dataset: Reaction yield outcomes from USPTO patents with 853,638 reactions. Task: Predict the reaction yield, written as a fraction of the theoretical maximum amount of product (1.0 means a 100% yield; for example, 0.34 means a 34% yield). (1) The reactants are [CH3:1][O:2][C:3]1[CH:4]=[C:5]([NH:11][C:12]([C:14]2[C:19]([F:20])=[CH:18][CH:17]=[CH:16][C:15]=2[F:21])=[S:13])[CH:6]=[C:7]([O:9][CH3:10])[CH:8]=1. The catalyst is [Fe-3](C#N)(C#N)(C#N)(C#N)(C#N)C#N.[K+].[K+].[K+]. The product is [F:21][C:15]1[CH:16]=[CH:17][CH:18]=[C:19]([F:20])[C:14]=1[C:12]1[S:13][C:4]2[C:3]([O:2][CH3:1])=[CH:8][C:7]([O:9][CH3:10])=[CH:6][C:5]=2[N:11]=1. The yield is 0.860. (2) The reactants are Cl[C:2]1[C:3]2[CH:11]=[CH:10][CH:9]=[N:8][C:4]=2[N:5]=[CH:6][N:7]=1.[C:12]([N:19]1[CH2:24][CH2:23][NH:22][CH2:21][CH2:20]1)([O:14][C:15]([CH3:18])([CH3:17])[CH3:16])=[O:13].C(N(CC)CC)C. The catalyst is ClCCCl.CC(O)C. The product is [C:15]([O:14][C:12]([N:19]1[CH2:24][CH2:23][N:22]([C:2]2[C:3]3[CH:11]=[CH:10][CH:9]=[N:8][C:4]=3[N:5]=[CH:6][N:7]=2)[CH2:21][CH2:20]1)=[O:13])([CH3:18])([CH3:16])[CH3:17]. The yield is 0.920. (3) The reactants are [C:1]([N:4]1[CH2:9][CH2:8][C:7]2[N:10]([CH3:36])[N:11]=[C:12]([NH:13][C:14]3[CH:19]=[CH:18][C:17]([C:20]4[CH:21]=[N:22][N:23]([CH2:25][CH2:26][N:27](C)[C:28](=O)OC(C)(C)C)[CH:24]=4)=[CH:16][CH:15]=3)[C:6]=2[CH2:5]1)(=[O:3])[CH3:2].C(O)(C(F)(F)F)=O. The catalyst is C(Cl)Cl. The product is [CH3:36][N:10]1[C:7]2[CH2:8][CH2:9][N:4]([C:1](=[O:3])[CH3:2])[CH2:5][C:6]=2[C:12]([NH:13][C:14]2[CH:15]=[CH:16][C:17]([C:20]3[CH:21]=[N:22][N:23]([CH2:25][CH2:26][NH:27][CH3:28])[CH:24]=3)=[CH:18][CH:19]=2)=[N:11]1. The yield is 0.330. (4) The reactants are FC(F)(F)C(O)=O.C(OC([NH:15][C@H:16]([CH2:61][CH2:62][CH2:63][CH2:64][NH:65][C:66](=[O:83])[C@@H:67]([NH:75]C(OC(C)(C)C)=O)[CH2:68][S:69][S:70][C:71]([CH3:74])([CH3:73])[CH3:72])[C:17]([O:19][C@H:20]1[C@@H:24]([OH:25])[C@H:23]([N:26]2[CH:34]=[N:33][C:32]3[C:27]2=[N:28][CH:29]=[N:30][C:31]=3[NH2:35])[O:22][C@H:21]1[CH2:36][O:37][P:38]([O:41][C@H:42]1[CH2:46][C@H:45]([N:47]2[CH:52]=[CH:51][C:50]([NH2:53])=[N:49][C:48]2=[O:54])[O:44][C@@H:43]1[CH2:55][O:56][P:57]([OH:60])([OH:59])=[O:58])([OH:40])=[O:39])=[O:18])=O)(C)(C)C. The catalyst is ClCCl. The product is [NH2:15][C@H:16]([CH2:61][CH2:62][CH2:63][CH2:64][NH:65][C:66](=[O:83])[C@@H:67]([NH2:75])[CH2:68][S:69][S:70][C:71]([CH3:72])([CH3:73])[CH3:74])[C:17]([O:19][C@H:20]1[C@@H:24]([OH:25])[C@H:23]([N:26]2[CH:34]=[N:33][C:32]3[C:27]2=[N:28][CH:29]=[N:30][C:31]=3[NH2:35])[O:22][C@H:21]1[CH2:36][O:37][P:38]([O:41][C@H:42]1[CH2:46][C@H:45]([N:47]2[CH:52]=[CH:51][C:50]([NH2:53])=[N:49][C:48]2=[O:54])[O:44][C@@H:43]1[CH2:55][O:56][P:57]([OH:60])([OH:59])=[O:58])([OH:40])=[O:39])=[O:18]. The yield is 0.940.